From a dataset of TCR-epitope binding with 47,182 pairs between 192 epitopes and 23,139 TCRs. Binary Classification. Given a T-cell receptor sequence (or CDR3 region) and an epitope sequence, predict whether binding occurs between them. (1) The epitope is MLNIPSINV. The TCR CDR3 sequence is CASSPPTLEDSGANVLTF. Result: 1 (the TCR binds to the epitope). (2) The epitope is DPFRLLQNSQVFS. The TCR CDR3 sequence is CASSLSGLTGNQPQHF. Result: 1 (the TCR binds to the epitope).